Task: Regression. Given a target protein amino acid sequence and a drug SMILES string, predict the binding affinity score between them. We predict pKi (pKi = -log10(Ki in M); higher means stronger inhibition). Dataset: bindingdb_ki.. Dataset: Drug-target binding data from BindingDB using Ki measurements (1) The small molecule is O=C1CCc2cc(-c3ccc(C(F)(F)F)cc3)ccc2N1. The target protein sequence is MASQPNSSAKKKEEKGKNIQVVVRCRPFNLAERKASAHSIVECDPVRKEVSVRTGGLADKSSRKTYTFDMVFGASTKQIDVYRSVVCPILDEVIMGYNCTIFAYGQTGTGKTFTMEGERSPNEEYTWEEDPLAGIIPRTLHQIFEKLTDNGTEFSVKVSLLEIYNEELFDLLNPSSDVSERLQMFDDPRNKRGVIIKGLEEITVHNKDEVYQILEKGAAKRTTAATLMNAYSSRSHSVFSVTIHMKETTIDGEELVKIGKLNLVDLAGSENIGRSGAVDKRAREAGNINQSLLTLGRVITALVERTPHVPYRESKLTRILQDSLGGRTRTSIIATISPASLNLEETLSTLEYAHRTKNILNKPEVNQKLTKKALIKEYTEEIERLKRDLAAAREKNGVYISEENFRVMSGKLTVQEEQIVELIEKIGAVEEELNRVTELFMDNKNELDQCKSDLQNKTQELETTQKHLQETKLQLVKEEYITSALESTEEKLHDAASKLL.... The pKi is 7.2. (2) The small molecule is COC(=O)[C@@H]1C[C@H](OC(C)=O)C(=O)[C@H]2[C@@]1(C)CC[C@H]1C(=O)O[C@H](c3ccoc3)C[C@]21C. The target protein sequence is MDSPIQIFRGEPGPTCAPSACLPPNSSAWFPGWAEPDSNGSAGSEDAQLEPAHISPAIPVIITAVYSVVFVVGLVGNSLVMFVIIRYTKMKTATNIYIFNLALADALVTTTMPFQSTVFLMNSWPFGDVLCKIVISIDYYNMFTSIFTLTMMSVDRYIAVCHPVKALDFRTPLKAKIINICIWLLSSSVGISAIVLGGTKVREDVDVIECSLQFPDDDYSWWDLFMKICVFIFAFVIPVLIIIVCYTLMILRLKSVRLLSGSREKDRNLRRITRLVLVVVAVFVVCWTPIHIFILVEALGSTSHSTAALSSYYFCIALGYTNSSLNPILYAFLDENFKRCFRDFCFPLKMRMERQSTSRVRNTVQDPAYLRDIDGMNKPV. The pKi is 7.6. (3) The small molecule is C[C@H](N)C(=O)N[C@H]1CC[C@H]2CC[C@@H](C(=O)Nc3ccccc3)N2C1=O. The target protein sequence is MSDAVSSDRNFPNSTNLPRNPSMADYEARIFTFGTWIYSVNKEQLARAGFYALGEGDKVKCFHCGGGLTDWKPSEDPWEQHAKWYPGCKYLLEQKGQEYINNIHLTHSLEECLVRTT. The pKi is 4.0. (4) The compound is CC(C)[C@@H]1NC(=O)[C@H](CCCCN)NC(=O)[C@@H](Cc2c[nH]c3ccccc23)NC(=O)[C@H](Cc2ccc(O)cc2)NC(=O)[C@@H](NC(=O)[C@H](N)Cc2ccc3ccccc3c2)CSSC[C@@H](C(=O)N[C@H](C(N)=O)[C@@H](C)O)NC1=O. The pKi is 8.8. The target protein (P30875) has sequence MEMSSEQLNGSQVWVSSPFDLNGSLGPSNGSNQTEPYYDMTSNAVLTFIYFVVCVVGLCGNTLVIYVILRYAKMKTITNIYILNLAIADELFMLGLPFLAMQVALVHWPFGKAICRVVMTVDGINQFTSIFCLTVMSIDRYLAVVHPIKSAKWRRPRTAKMINVAVWCVSLLVILPIMIYAGLRSNQWGRSSCTINWPGESGAWYTGFIIYAFILGFLVPLTIICLCYLFIIIKVKSSGIRVGSSKRKKSEKKVTRMVSIVVAVFIFCWLPFYIFNVSSVSVAISPTPALKGMFDFVVILTYANSCANPILYAFLSDNFKKSFQNVLCLVKVSGTEDGERSDSKQDKSRLNETTETQRTLLNGDLQTSI.